Dataset: NCI-60 drug combinations with 297,098 pairs across 59 cell lines. Task: Regression. Given two drug SMILES strings and cell line genomic features, predict the synergy score measuring deviation from expected non-interaction effect. (1) Synergy scores: CSS=37.0, Synergy_ZIP=-12.5, Synergy_Bliss=-7.06, Synergy_Loewe=-6.85, Synergy_HSA=-4.69. Drug 1: C1=CN(C(=O)N=C1N)C2C(C(C(O2)CO)O)O.Cl. Drug 2: C1=CC=C(C=C1)NC(=O)CCCCCCC(=O)NO. Cell line: SF-539. (2) Drug 1: CC(CN1CC(=O)NC(=O)C1)N2CC(=O)NC(=O)C2. Drug 2: CCCCC(=O)OCC(=O)C1(CC(C2=C(C1)C(=C3C(=C2O)C(=O)C4=C(C3=O)C=CC=C4OC)O)OC5CC(C(C(O5)C)O)NC(=O)C(F)(F)F)O. Cell line: CCRF-CEM. Synergy scores: CSS=64.5, Synergy_ZIP=3.49, Synergy_Bliss=-0.0408, Synergy_Loewe=0.823, Synergy_HSA=0.550. (3) Drug 1: CC1=C(C(=O)C2=C(C1=O)N3CC4C(C3(C2COC(=O)N)OC)N4)N. Drug 2: CC12CCC3C(C1CCC2OP(=O)(O)O)CCC4=C3C=CC(=C4)OC(=O)N(CCCl)CCCl.[Na+]. Cell line: NCI-H460. Synergy scores: CSS=44.6, Synergy_ZIP=0.509, Synergy_Bliss=-1.11, Synergy_Loewe=-15.5, Synergy_HSA=-1.12. (4) Drug 1: CCC1(CC2CC(C3=C(CCN(C2)C1)C4=CC=CC=C4N3)(C5=C(C=C6C(=C5)C78CCN9C7C(C=CC9)(C(C(C8N6C)(C(=O)OC)O)OC(=O)C)CC)OC)C(=O)OC)O.OS(=O)(=O)O. Drug 2: CN(C(=O)NC(C=O)C(C(C(CO)O)O)O)N=O. Cell line: TK-10. Synergy scores: CSS=-4.37, Synergy_ZIP=2.86, Synergy_Bliss=0.880, Synergy_Loewe=-1.81, Synergy_HSA=-3.46. (5) Drug 1: C1=CC=C(C=C1)NC(=O)CCCCCCC(=O)NO. Drug 2: CS(=O)(=O)OCCCCOS(=O)(=O)C. Cell line: HOP-62. Synergy scores: CSS=30.1, Synergy_ZIP=-7.99, Synergy_Bliss=-8.17, Synergy_Loewe=-13.1, Synergy_HSA=-4.82.